This data is from Full USPTO retrosynthesis dataset with 1.9M reactions from patents (1976-2016). The task is: Predict the reactants needed to synthesize the given product. (1) Given the product [CH2:1]([OH:9])[C:2]([CH2:7][OH:8])([CH2:5][OH:6])[CH2:3][OH:4].[CH3:10][C:11]12[CH2:20][CH2:19][CH2:18][CH2:17][CH:16]1[C:15](=[O:21])[O:14][C:12]2=[O:13], predict the reactants needed to synthesize it. The reactants are: [CH2:1]([OH:9])[C:2]([CH2:7][OH:8])([CH2:5][OH:6])[CH2:3][OH:4].[CH3:10][C:11]12[CH2:20][CH2:19][CH2:18][CH2:17][CH:16]1[C:15](=[O:21])[O:14][C:12]2=[O:13].[OH-].[K+]. (2) Given the product [C:19]([C:16]1[CH:17]=[CH:18][C:13]([NH:12][C:10](=[O:11])[CH2:9]/[N:8]=[CH:33]/[CH2:32][C:31]([CH3:36])([CH3:35])[CH3:30])=[C:14]([O:21][CH3:22])[CH:15]=1)#[N:20], predict the reactants needed to synthesize it. The reactants are: FC(F)(F)C(O)=O.[NH2:8][CH2:9][C:10]([NH:12][C:13]1[CH:18]=[CH:17][C:16]([C:19]#[N:20])=[CH:15][C:14]=1[O:21][CH3:22])=[O:11].C(N(CC)CC)C.[CH3:30][C:31]([CH3:36])([CH3:35])[CH2:32][CH:33]=O. (3) Given the product [NH2:7][CH2:8][CH2:9][CH2:10][CH2:11][CH2:12][C:13](=[O:15])[CH3:14], predict the reactants needed to synthesize it. The reactants are: C(OC(=O)[NH:7][CH2:8][CH2:9][CH2:10][CH2:11][CH2:12][C:13](=[O:15])[CH3:14])(C)(C)C.Cl. (4) Given the product [CH:8]1([CH2:11][C:12]([C:2]2[CH:3]=[N:4][CH:5]=[N:6][CH:7]=2)([C:14]2[CH:19]=[CH:18][C:17]([O:20][C:21]3[CH:26]=[CH:25][C:24]([O:27][C:28]([F:31])([F:29])[F:30])=[CH:23][CH:22]=3)=[CH:16][N:15]=2)[OH:13])[CH2:10][CH2:9]1, predict the reactants needed to synthesize it. The reactants are: Br[C:2]1[CH:3]=[N:4][CH:5]=[N:6][CH:7]=1.[CH:8]1([CH2:11][C:12]([C:14]2[CH:19]=[CH:18][C:17]([O:20][C:21]3[CH:26]=[CH:25][C:24]([O:27][C:28]([F:31])([F:30])[F:29])=[CH:23][CH:22]=3)=[CH:16][N:15]=2)=[O:13])[CH2:10][CH2:9]1.[Li]CCCC. (5) Given the product [CH3:26][C@H:27]1[C@H:32]([NH:33][C:34]2[CH:39]=[N:38][C:37]([C:40]([F:43])([F:41])[F:42])=[CH:36][N:35]=2)[CH2:31][CH2:30][CH2:29][NH:28]1, predict the reactants needed to synthesize it. The reactants are: C[C@H]1[C@H](NC2N=CC(C(F)(F)F)=CN=2)CCCN1C(OC(C)(C)C)=O.[CH3:26][C@H:27]1[C@H:32]([NH:33][C:34]2[CH:39]=[N:38][C:37]([C:40]([F:43])([F:42])[F:41])=[CH:36][N:35]=2)[CH2:31][CH2:30][CH2:29][N:28]1C(OC(C)(C)C)=O. (6) Given the product [Cl:1][C:2]1[CH:7]=[C:6]([O:8][CH3:9])[CH:5]=[CH:4][C:3]=1[C:10]1[CH:15]=[CH:14][N:13]=[C:12]([NH:16][CH:17]([CH:20]2[CH2:21][CH2:22][CH2:23]2)[CH2:18][CH3:19])[C:11]=1[NH2:24], predict the reactants needed to synthesize it. The reactants are: [Cl:1][C:2]1[CH:7]=[C:6]([O:8][CH3:9])[CH:5]=[CH:4][C:3]=1[C:10]1[CH:15]=[CH:14][N:13]=[C:12]([NH:16][CH:17]([CH:20]2[CH2:23][CH2:22][CH2:21]2)[CH2:18][CH3:19])[C:11]=1[N+:24]([O-])=O.[O-]S(S([O-])=O)=O.[Na+].[Na+]. (7) Given the product [CH2:28]([O:27][C:24]1[CH:25]=[CH:26][C:21]([N:13]2[CH2:12][CH2:11][CH:10]([C:7]3[CH:6]=[CH:5][C:4]([CH2:3][CH:2]([NH:16][C:17](=[O:19])[CH3:18])[CH3:1])=[CH:9][CH:8]=3)[CH2:15][CH2:14]2)=[CH:22][CH:23]=1)[CH3:29], predict the reactants needed to synthesize it. The reactants are: [CH3:1][CH:2]([NH:16][C:17](=[O:19])[CH3:18])[CH2:3][C:4]1[CH:9]=[CH:8][C:7]([CH:10]2[CH2:15][CH2:14][NH:13][CH2:12][CH2:11]2)=[CH:6][CH:5]=1.Br[C:21]1[CH:26]=[CH:25][C:24]([O:27][CH2:28][CH3:29])=[CH:23][CH:22]=1.CC(C1C=C(C(C)C)C(C2C=CC=CC=2P(C2CCCCC2)C2CCCCC2)=C(C(C)C)C=1)C.Cl.N.